This data is from Full USPTO retrosynthesis dataset with 1.9M reactions from patents (1976-2016). The task is: Predict the reactants needed to synthesize the given product. (1) Given the product [C:49]([C:51]1([C:66]([O:68][CH2:69][CH3:70])=[O:67])[CH2:56][CH2:55][C:54]([C:7]2[C:8]([CH3:46])([CH3:45])[C@H:9]3[C@:22]([CH3:25])([CH2:23][CH:24]=2)[C@@H:21]2[C@:12]([CH3:44])([C@@:13]4([CH3:43])[C@H:18]([CH2:19][CH2:20]2)[C@H:17]2[C@H:26]([C:29]([CH3:31])=[CH2:30])[CH2:27][CH2:28][C@:16]2([NH:32][CH2:33][CH2:34][N:35]2[CH2:36][CH2:37][S:38](=[O:41])(=[O:42])[CH2:39][CH2:40]2)[CH2:15][CH2:14]4)[CH2:11][CH2:10]3)=[CH:53][CH2:52]1)#[N:50], predict the reactants needed to synthesize it. The reactants are: FC(F)(F)S(O[C:7]1[C:8]([CH3:46])([CH3:45])[C@H:9]2[C@:22]([CH3:25])([CH2:23][CH:24]=1)[C@@H:21]1[C@:12]([CH3:44])([C@@:13]3([CH3:43])[C@H:18]([CH2:19][CH2:20]1)[C@H:17]1[C@H:26]([C:29]([CH3:31])=[CH2:30])[CH2:27][CH2:28][C@:16]1([NH:32][CH2:33][CH2:34][N:35]1[CH2:40][CH2:39][S:38](=[O:42])(=[O:41])[CH2:37][CH2:36]1)[CH2:15][CH2:14]3)[CH2:11][CH2:10]2)(=O)=O.[C:49]([C:51]1([C:66]([O:68][CH2:69][CH3:70])=[O:67])[CH2:56][CH2:55][C:54](B2OC(C)(C)C(C)(C)O2)=[CH:53][CH2:52]1)#[N:50]. (2) Given the product [F:1][C:2]1[CH:22]=[CH:21][C:5]([CH2:6][CH:7]2[CH2:16][C:15]3[C:10](=[CH:11][CH:12]=[CH:13][CH:14]=3)[CH2:9][N:8]2[CH2:17][CH2:18][CH2:19][NH:20][C:32]([NH:31][C:27]2[CH:28]=[CH:29][CH:30]=[C:25]([O:24][CH3:23])[CH:26]=2)=[O:33])=[CH:4][CH:3]=1, predict the reactants needed to synthesize it. The reactants are: [F:1][C:2]1[CH:22]=[CH:21][C:5]([CH2:6][CH:7]2[CH2:16][C:15]3[C:10](=[CH:11][CH:12]=[CH:13][CH:14]=3)[CH2:9][N:8]2[CH2:17][CH2:18][CH2:19][NH2:20])=[CH:4][CH:3]=1.[CH3:23][O:24][C:25]1[CH:26]=[C:27]([N:31]=[C:32]=[O:33])[CH:28]=[CH:29][CH:30]=1. (3) Given the product [CH2:16]([N:18]([CH2:19][CH3:20])[C:7]([C:2]1([CH3:1])[CH2:6][S:5][S:4][CH2:3]1)=[O:9])[CH3:17], predict the reactants needed to synthesize it. The reactants are: [CH3:1][C:2]1([C:7]([OH:9])=O)[CH2:6][S:5][S:4][CH2:3]1.C(Cl)(=O)C(Cl)=O.[CH2:16]([NH:18][CH2:19][CH3:20])[CH3:17].C(N(C(C)C)CC)(C)C. (4) Given the product [F:1][C:2]1[C:3]([F:8])=[CH:4][CH:5]=[CH:6][C:7]=1[C:16](=[O:17])[CH2:15][F:14], predict the reactants needed to synthesize it. The reactants are: [F:1][C:2]1[CH:7]=[CH:6][CH:5]=[CH:4][C:3]=1[F:8].[Li]CCCC.[F:14][CH2:15][C:16](OCC)=[O:17]. (5) Given the product [Br:1][C:2]1[CH:3]=[C:4]2[N:10]=[C:9]([C:11]3[CH:16]=[CH:15][CH:14]=[CH:13][C:12]=3[S:17]([CH2:18][CH3:19])=[O:22])[N:8]([CH3:20])[C:5]2=[N:6][CH:7]=1, predict the reactants needed to synthesize it. The reactants are: [Br:1][C:2]1[CH:3]=[C:4]2[N:10]=[C:9]([C:11]3[CH:16]=[CH:15][CH:14]=[CH:13][C:12]=3[S:17][CH2:18][CH3:19])[N:8]([CH3:20])[C:5]2=[N:6][CH:7]=1.I([O-])(=O)(=O)=[O:22].[Na+].CO. (6) Given the product [CH2:15]([N:22]1[C:30]2[C:25](=[CH:26][C:27]([NH:31][C:2]3[CH:11]=[CH:10][C:9]([CH:12]4[CH2:14][CH2:13]4)=[CH:8][C:3]=3[C:4]([O:6][CH3:7])=[O:5])=[CH:28][CH:29]=2)[CH:24]=[N:23]1)[C:16]1[CH:17]=[CH:18][CH:19]=[CH:20][CH:21]=1, predict the reactants needed to synthesize it. The reactants are: Br[C:2]1[CH:11]=[CH:10][C:9]([CH:12]2[CH2:14][CH2:13]2)=[CH:8][C:3]=1[C:4]([O:6][CH3:7])=[O:5].[CH2:15]([N:22]1[C:30]2[C:25](=[CH:26][C:27]([NH2:31])=[CH:28][CH:29]=2)[CH:24]=[N:23]1)[C:16]1[CH:21]=[CH:20][CH:19]=[CH:18][CH:17]=1.C(=O)([O-])[O-].[Cs+].[Cs+].C1(C)C=CC=CC=1. (7) Given the product [Br:1][C:2]1[CH:3]=[C:4]2[N:10]=[CH:9][N:8]([CH2:18][O:17][CH2:16][CH2:15][Si:14]([CH3:21])([CH3:20])[CH3:13])[C:5]2=[N:6][CH:7]=1, predict the reactants needed to synthesize it. The reactants are: [Br:1][C:2]1[CH:3]=[C:4]2[N:10]=[CH:9][NH:8][C:5]2=[N:6][CH:7]=1.[H-].[Na+].[CH3:13][Si:14]([CH3:21])([CH3:20])[CH2:15][CH2:16][O:17][CH2:18]Cl. (8) Given the product [O:26]=[C:6]1[NH:5][C:9]2=[N:10][CH:11]=[CH:12][CH:13]=[C:8]2[C@:7]21[CH2:21][C:20]1[C:15](=[CH:16][CH:17]=[C:18]([C:22]([OH:24])=[O:23])[CH:19]=1)[CH2:14]2, predict the reactants needed to synthesize it. The reactants are: C([N:5]1[C:9]2=[N:10][CH:11]=[CH:12][CH:13]=[C:8]2[C@@:7]2([CH2:21][C:20]3[C:15](=[CH:16][CH:17]=[C:18]([C:22]([O:24]C)=[O:23])[CH:19]=3)[CH2:14]2)[C:6]1=[O:26])(C)(C)C.[OH-].[Na+].Cl.